From a dataset of Full USPTO retrosynthesis dataset with 1.9M reactions from patents (1976-2016). Predict the reactants needed to synthesize the given product. (1) Given the product [C:24]([O:23][C:21]([NH:20][C:19]1[CH:18]=[CH:17][C:4]([O:5][CH2:6][C:7]2[CH:16]=[CH:15][CH:14]=[CH:13][C:8]=2[C:9]([O:11][CH3:12])=[O:10])=[CH:3][C:2]=1[NH:1][CH2:29][C:30]1[CH:35]=[CH:34][C:33]([C:36]2[CH:41]=[CH:40][CH:39]=[CH:38][CH:37]=2)=[CH:32][C:31]=1[Cl:42])=[O:22])([CH3:27])([CH3:26])[CH3:25], predict the reactants needed to synthesize it. The reactants are: [NH2:1][C:2]1[CH:3]=[C:4]([CH:17]=[CH:18][C:19]=1[NH:20][C:21]([O:23][C:24]([CH3:27])([CH3:26])[CH3:25])=[O:22])[O:5][CH2:6][C:7]1[CH:16]=[CH:15][CH:14]=[CH:13][C:8]=1[C:9]([O:11][CH3:12])=[O:10].Br[CH2:29][C:30]1[CH:35]=[CH:34][C:33]([C:36]2[CH:41]=[CH:40][CH:39]=[CH:38][CH:37]=2)=[CH:32][C:31]=1[Cl:42].C(=O)([O-])[O-].[K+].[K+]. (2) Given the product [Br:31][CH2:32][CH2:33][CH2:34][N:19]1[C:18]([O:22][CH3:23])=[N:17][C:16]2[C:20]1=[N:21][C:13]([O:12][CH2:8][CH2:9][CH2:10][CH3:11])=[N:14][C:15]=2[NH2:24], predict the reactants needed to synthesize it. The reactants are: FC(F)(F)C(O)=O.[CH2:8]([O:12][C:13]1[N:21]=[C:20]2[C:16]([N:17]=[C:18]([O:22][CH3:23])[NH:19]2)=[C:15]([NH2:24])[N:14]=1)[CH2:9][CH2:10][CH3:11].C(=O)([O-])[O-].[K+].[K+].[Br:31][CH2:32][CH2:33][CH2:34]Br. (3) Given the product [CH3:60][C@@H:61]([C@@H:83]1[C@@:26]2([CH3:27])[CH2:25][CH2:24][CH2:23]/[C:22](=[CH:48]\[CH:49]=[C:50]3\[CH2:51][C@@H:52]([OH:58])[CH2:53][C@H:54]([OH:57])[C:55]\3=[CH2:56])/[C@@H:21]2[CH2:81][CH2:82]1)[CH2:62][CH2:63][CH2:65][CH:66]([CH3:67])[CH3:109], predict the reactants needed to synthesize it. The reactants are: C[C@@H]([C@@H]1[C@@]2(C)CCC/C(=C\C=[C:21]3\[CH2:22][C@@H:23](O)[CH2:24][CH2:25][C:26]\3=[CH2:27])/[C@@H]2CC1)CCCC(O)(C)C.C[C@@H]([C@@H]1[C@@]2(C)CCC/C(=[CH:48]\[CH:49]=[C:50]3\[CH2:51][C@@H:52]([OH:58])[CH2:53][C@H:54]([OH:57])[C:55]\3=[CH2:56])/[C@@H]2CC1)/C=C/[C@@H](O)C1CC1.[CH3:60][CH:61]1[C:83](=C)[CH:82](C(C(C(NC)CC2C=CC=CC=2)=O)C)[CH2:81]C(=O)NCCCC(C(C)=O)CC(=C)C(CC2N=CNC=2)C(C)[C:67](=O)[CH:66]([CH2:109]C2C=CC=CC=2)[CH2:65][C:63](=O)[CH:62]1CCCCN.C[C@@H]([C@@H]1[C@@]2(C)CCC/C(=C\C=C3\C[C@@H](O)C[C@H](O)C\3=C)/[C@@H]2CC1)CCCC(O)(C)C.C[C@H]1CC[C@H](O)C/C/1=C\C=C1/CCC[C@]2(C)[C@@H]([C@@H](/C=C/C(C(C)C)C)C)CC[C@@H]/12.C[C@@H]([C@@H]1[C@@]2(C)CCC/C(=C\C=C3\C[C@@H](O)C[C@H](O)C\3=C)/[C@@H]2CC1)/C=C/[C@@H](C(C)C)C.C[C@@H]([C@@H]1[C@@]2(C)CCC/C(=C\C=C3\C[C@@H](O)C[C@H](O)C\3=C)/[C@@H]2CC1)CCCC(O)(C(F)(F)F)C(F)(F)F.CCC(O)(CCCO[C@@H]([C@@H]1[C@@]2(C)CCC/C(=C\C=C3\C[C@@H](O)C[C@H](O)C\3=C)/[C@@H]2CC1)C)CC.C[C@H](OCCC(O)(C)C)[C@@H]1[C@@]2(C)CCC/C(=C\C=C3\C[C@@H](O)C[C@H](O)C\3=C)/[C@@H]2CC1.C[C@@H]([C@@H]1[C@@]2(C)CCC/C(=C\C=C3\C[C@@H](O)CCC\3=C)/[C@@H]2CC1)CC[C@@H](O)C(O)(C)C.CCC(O)(/C=C/C=C/[C@H]([C@@H]1[C@@]2(C)CCC/C(=C\C=C3\C[C@@H](O)C[C@H](O)C\3=C)/[C@@H]2CC1)C)CC.C[C@@H]([C@@H]1[C@@]2(C)CCC/C(=C\C=C3\C[C@@H](O)C[C@H](O)C\3=C)/[C@@H]2CC1)CC[C@@H](O)C(C)C. (4) Given the product [CH3:21][O:20][C:14]1[CH:13]=[C:12]([CH:17]=[C:16]([O:18][CH3:19])[CH:15]=1)[CH2:11][CH2:10][C:8]1[N:9]=[C:4]2[CH:3]=[C:2]([C:30]3[CH:31]=[C:32]4[C:27]([CH:26]=[N:25][N:24]4[CH3:23])=[CH:28][CH:29]=3)[NH:22][C:5]2=[N:6][CH:7]=1, predict the reactants needed to synthesize it. The reactants are: Br[C:2]1[NH:22][C:5]2=[N:6][CH:7]=[C:8]([CH2:10][CH2:11][C:12]3[CH:17]=[C:16]([O:18][CH3:19])[CH:15]=[C:14]([O:20][CH3:21])[CH:13]=3)[N:9]=[C:4]2[CH:3]=1.[CH3:23][N:24]1[C:32]2[C:27](=[CH:28][CH:29]=[C:30](B3OC(C)(C)C(C)(C)O3)[CH:31]=2)[CH:26]=[N:25]1. (5) The reactants are: [CH2:1]([O:8][C:9]1[CH:14]=[CH:13][C:12](Br)=[CH:11][CH:10]=1)[C:2]1[CH:7]=[CH:6][CH:5]=[CH:4][CH:3]=1.CC1(C)C(C)(C)OB([C:24]2[CH2:29][CH2:28][N:27]([C:30]([O:32][C:33]([CH3:36])([CH3:35])[CH3:34])=[O:31])[CH2:26][CH:25]=2)O1.O.C(=O)([O-])[O-].[Na+].[Na+]. Given the product [CH2:1]([O:8][C:9]1[CH:14]=[CH:13][C:12]([C:24]2[CH2:29][CH2:28][N:27]([C:30]([O:32][C:33]([CH3:36])([CH3:35])[CH3:34])=[O:31])[CH2:26][CH:25]=2)=[CH:11][CH:10]=1)[C:2]1[CH:7]=[CH:6][CH:5]=[CH:4][CH:3]=1, predict the reactants needed to synthesize it.